From a dataset of Peptide-MHC class I binding affinity with 185,985 pairs from IEDB/IMGT. Regression. Given a peptide amino acid sequence and an MHC pseudo amino acid sequence, predict their binding affinity value. This is MHC class I binding data. (1) The peptide sequence is TSTTASAKVDM. The MHC is Mamu-B17 with pseudo-sequence Mamu-B17. The binding affinity (normalized) is 0.115. (2) The peptide sequence is VQLPQYFTF. The MHC is HLA-A02:11 with pseudo-sequence HLA-A02:11. The binding affinity (normalized) is 0.0847. (3) The peptide sequence is KILSDENYL. The MHC is HLA-A02:03 with pseudo-sequence HLA-A02:03. The binding affinity (normalized) is 0.244. (4) The peptide sequence is YQYIFLSFF. The MHC is HLA-B39:01 with pseudo-sequence HLA-B39:01. The binding affinity (normalized) is 0.0847. (5) The peptide sequence is KSINKVYGK. The MHC is HLA-A02:02 with pseudo-sequence HLA-A02:02. The binding affinity (normalized) is 0.00353. (6) The peptide sequence is HQTLQDPRVR. The MHC is HLA-A68:02 with pseudo-sequence HLA-A68:02. The binding affinity (normalized) is 0.